The task is: Predict the product of the given reaction.. This data is from Forward reaction prediction with 1.9M reactions from USPTO patents (1976-2016). (1) The product is: [OH:19][C@@:5]1([CH2:4][CH2:3][N:2]([CH3:1])[CH2:29][CH2:28][CH2:27][NH:26][C:24](=[O:25])[C:23]([CH2:32][O:33][CH3:34])([CH3:31])[CH2:22][O:21][CH3:20])[CH2:10][C@H:9]2[CH2:11][CH2:12][C@@H:6]1[CH:7]=[C:8]2[C:13]1[CH:18]=[CH:17][CH:16]=[CH:15][CH:14]=1. Given the reactants [CH3:1][NH:2][CH2:3][CH2:4][C:5]1([OH:19])[CH2:10][CH:9]2[CH2:11][CH2:12][CH:6]1[CH:7]=[C:8]2[C:13]1[CH:18]=[CH:17][CH:16]=[CH:15][CH:14]=1.[CH3:20][O:21][CH2:22][C:23]([CH2:32][O:33][CH3:34])([CH3:31])[C:24]([NH:26][CH2:27][CH2:28][CH:29]=O)=[O:25].C([BH3-])#N.[Na+], predict the reaction product. (2) Given the reactants [C:1]([O:5][C:6]([NH:8][C@H:9]([C:14]([N:16]1[C@@H:23]([C:24]#[CH:25])[CH2:22][CH2:21][C@H:17]1[C:18](O)=[O:19])=[O:15])[CH2:10][CH:11]([CH3:13])[CH3:12])=[O:7])([CH3:4])([CH3:3])[CH3:2].C[N:27]1CCOCC1.ClC(OCC(C)C)=O.N, predict the reaction product. The product is: [C:1]([O:5][C:6]([NH:8][C@H:9]([C:14]([N:16]1[C@@H:23]([C:24]#[CH:25])[CH2:22][CH2:21][C@H:17]1[C:18]([NH2:27])=[O:19])=[O:15])[CH2:10][CH:11]([CH3:13])[CH3:12])=[O:7])([CH3:3])([CH3:4])[CH3:2]. (3) Given the reactants [CH3:1][O:2][C:3]1[CH:4]=[CH:5][CH:6]=[C:7]2[C:12]=1[N:11]=[C:10]([CH:13]([NH:15][CH3:16])[CH3:14])[N:9]([C:17]1[CH:22]=[CH:21][C:20]([O:23][CH3:24])=[CH:19][CH:18]=1)[C:8]2=[O:25].[C:26]([C:30]1[CH:35]=[CH:34][C:33]([S:36](Cl)(=[O:38])=[O:37])=[CH:32][CH:31]=1)([CH3:29])([CH3:28])[CH3:27], predict the reaction product. The product is: [C:26]([C:30]1[CH:35]=[CH:34][C:33]([S:36]([N:15]([CH:13]([C:10]2[N:9]([C:17]3[CH:18]=[CH:19][C:20]([O:23][CH3:24])=[CH:21][CH:22]=3)[C:8](=[O:25])[C:7]3[C:12](=[C:3]([O:2][CH3:1])[CH:4]=[CH:5][CH:6]=3)[N:11]=2)[CH3:14])[CH3:16])(=[O:38])=[O:37])=[CH:32][CH:31]=1)([CH3:29])([CH3:27])[CH3:28]. (4) Given the reactants [OH:1][C:2]1[C:3]([C:8]2[CH:13]=[CH:12][CH:11]=[CH:10][CH:9]=2)=[N:4][CH:5]=[CH:6][CH:7]=1.[CH2:14]([Br:17])[CH:15]=[CH2:16], predict the reaction product. The product is: [Br-:17].[OH:1][C:2]1[C:3]([C:8]2[CH:9]=[CH:10][CH:11]=[CH:12][CH:13]=2)=[N+:4]([CH2:16][CH:15]=[CH2:14])[CH:5]=[CH:6][CH:7]=1. (5) Given the reactants [CH3:1][C:2]1[C:7]([CH:8]([CH2:13][CH2:14][CH3:15])[C:9]([O:11]C)=[O:10])=[C:6]([C:16]2[CH:21]=[CH:20][C:19]([CH3:22])=[CH:18][CH:17]=2)[N:5]=[C:4]([C:23]2[CH:28]=[CH:27][CH:26]=[CH:25][CH:24]=2)[N:3]=1.[OH-].[Na+], predict the reaction product. The product is: [CH3:1][C:2]1[C:7]([CH:8]([CH2:13][CH2:14][CH3:15])[C:9]([OH:11])=[O:10])=[C:6]([C:16]2[CH:17]=[CH:18][C:19]([CH3:22])=[CH:20][CH:21]=2)[N:5]=[C:4]([C:23]2[CH:24]=[CH:25][CH:26]=[CH:27][CH:28]=2)[N:3]=1. (6) Given the reactants [F:1][C:2]1[CH:25]=[CH:24][C:23]([O:26][C:27]([F:30])([F:29])[F:28])=[CH:22][C:3]=1[CH2:4][O:5][C:6]1[CH:11]=[CH:10][C:9]([C:12]2([CH2:16][C:17]([O:19]CC)=[O:18])[CH2:15][O:14][CH2:13]2)=[CH:8][CH:7]=1, predict the reaction product. The product is: [F:1][C:2]1[CH:25]=[CH:24][C:23]([O:26][C:27]([F:30])([F:28])[F:29])=[CH:22][C:3]=1[CH2:4][O:5][C:6]1[CH:11]=[CH:10][C:9]([C:12]2([CH2:16][C:17]([OH:19])=[O:18])[CH2:15][O:14][CH2:13]2)=[CH:8][CH:7]=1. (7) Given the reactants [CH3:1][O:2][C:3](=[O:10])[CH:4]=[CH:5][CH:6]=[CH:7][CH2:8]Br.[CH3:11][N:12]([CH3:20])[C:13]1[CH:18]=[CH:17][C:16]([SH:19])=[CH:15][CH:14]=1.C(N(CC)CC)C, predict the reaction product. The product is: [CH3:1][O:2][C:3](=[O:10])[CH:4]=[CH:5][CH:6]=[CH:7][CH2:8][S:19][C:16]1[CH:17]=[CH:18][C:13]([N:12]([CH3:20])[CH3:11])=[CH:14][CH:15]=1.